This data is from Forward reaction prediction with 1.9M reactions from USPTO patents (1976-2016). The task is: Predict the product of the given reaction. (1) Given the reactants Cl[C:2]1[C:6]2[CH:7]=[CH:8][CH:9]=[CH:10][C:5]=2[S:4][N:3]=1.[NH:11]1[CH2:16][CH2:15][NH:14][CH2:13][CH2:12]1.[OH-].[Na+], predict the reaction product. The product is: [CH2:13]1[NH:14][CH2:15][CH2:16][N:11]([C:2]2[C:6]3[C:5](=[CH:10][CH:9]=[CH:8][CH:7]=3)[S:4][N:3]=2)[CH2:12]1. (2) Given the reactants [NH2:1][C@H:2]([CH2:7][OH:8])[CH2:3][CH2:4][S:5][CH3:6].[S:9]1[C:13]2[CH:14]=[CH:15][CH:16]=[CH:17][C:12]=2[CH:11]=[C:10]1[C:18]1[O:22][C:21](=[O:23])[C:20]2([CH2:28][CH2:27][CH2:26][CH2:25][CH2:24]2)[N:19]=1.O, predict the reaction product. The product is: [S:9]1[C:13]2[CH:14]=[CH:15][CH:16]=[CH:17][C:12]=2[CH:11]=[C:10]1[C:18]([NH:19][C:20]1([C:21]([NH:1][C@H:2]([CH2:7][OH:8])[CH2:3][CH2:4][S:5][CH3:6])=[O:23])[CH2:28][CH2:27][CH2:26][CH2:25][CH2:24]1)=[O:22]. (3) Given the reactants [OH:1][C@H:2]([C:8]1[S:9][CH:10]=[CH:11][CH:12]=1)[CH2:3][C:4](OC)=[O:5].[CH3:13][NH2:14], predict the reaction product. The product is: [CH3:13][NH:14][C:4](=[O:5])[CH2:3][C@H:2]([OH:1])[C:8]1[S:9][CH:10]=[CH:11][CH:12]=1. (4) Given the reactants [F:1][C:2]1[CH:7]=[CH:6][CH:5]=[CH:4][C:3]=1[NH:8][C:9](=[O:26])[NH:10][C:11]1[CH:16]=[CH:15][C:14]([CH2:17][C:18]([O:20]C(C)(C)C)=[O:19])=[CH:13][C:12]=1[CH3:25].C(O)(C(F)(F)F)=O, predict the reaction product. The product is: [F:1][C:2]1[CH:7]=[CH:6][CH:5]=[CH:4][C:3]=1[NH:8][C:9](=[O:26])[NH:10][C:11]1[CH:16]=[CH:15][C:14]([CH2:17][C:18]([OH:20])=[O:19])=[CH:13][C:12]=1[CH3:25]. (5) Given the reactants P(Cl)(Cl)(Cl)(Cl)Cl.[CH3:7][N:8]1[CH2:13]N(C)CN(C)[CH2:9]1.[Cl:16][C:17]1[CH:22]=[CH:21][C:20]([NH:23][C:24]([NH:26][C:27](=[O:36])[C:28]2[C:33]([F:34])=[CH:32][CH:31]=[CH:30][C:29]=2[F:35])=[O:25])=[CH:19][CH:18]=1.C(N(CC)CC)C.[OH-].[Na+], predict the reaction product. The product is: [Cl:16][C:17]1[CH:22]=[CH:21][C:20]([N:23]2[CH2:9][N:8]([CH3:13])[CH2:7][N:26]([C:27](=[O:36])[C:28]3[C:33]([F:34])=[CH:32][CH:31]=[CH:30][C:29]=3[F:35])[C:24]2=[O:25])=[CH:19][CH:18]=1. (6) Given the reactants C([Si](C)(C)[O:6][C:7]1[CH:8]=[C:9]2[C:14](=[CH:15][CH:16]=1)[N:13]([C:17]1[CH:22]=[CH:21][CH:20]=[CH:19][CH:18]=1)[CH2:12][CH2:11][CH2:10]2)(C)(C)C.CCCC[N+](CCCC)(CCCC)CCCC.[F-], predict the reaction product. The product is: [C:17]1([N:13]2[C:14]3[C:9](=[CH:8][C:7]([OH:6])=[CH:16][CH:15]=3)[CH2:10][CH2:11][CH2:12]2)[CH:22]=[CH:21][CH:20]=[CH:19][CH:18]=1. (7) Given the reactants [OH:1][CH:2]1[CH:7]([C:8]2[CH:13]=[CH:12][C:11]([O:14][CH2:15][CH2:16][CH2:17][O:18][CH2:19][C:20]3[CH:25]=[CH:24][CH:23]=[CH:22][C:21]=3[O:26][CH3:27])=[CH:10][CH:9]=2)[CH2:6][CH2:5][N:4]([C:28]([O:30][C:31]([CH3:34])([CH3:33])[CH3:32])=[O:29])[CH2:3]1.[Br:35][C:36]1[CH:41]=[CH:40][C:39]([F:42])=[CH:38][C:37]=1[CH2:43]Cl, predict the reaction product. The product is: [Br:35][C:36]1[CH:41]=[CH:40][C:39]([F:42])=[CH:38][C:37]=1[CH2:43][O:1][CH:2]1[CH:7]([C:8]2[CH:13]=[CH:12][C:11]([O:14][CH2:15][CH2:16][CH2:17][O:18][CH2:19][C:20]3[CH:25]=[CH:24][CH:23]=[CH:22][C:21]=3[O:26][CH3:27])=[CH:10][CH:9]=2)[CH2:6][CH2:5][N:4]([C:28]([O:30][C:31]([CH3:34])([CH3:33])[CH3:32])=[O:29])[CH2:3]1. (8) Given the reactants [Br:1]Br.[CH3:3][O:4][C:5]1[CH:10]=[CH:9][C:8]([C:11]2[CH:16]=[CH:15][N:14]=[CH:13][CH:12]=2)=[CH:7][CH:6]=1, predict the reaction product. The product is: [Br:1][C:10]1[CH:9]=[C:8]([C:11]2[CH:12]=[CH:13][N:14]=[CH:15][CH:16]=2)[CH:7]=[CH:6][C:5]=1[O:4][CH3:3]. (9) Given the reactants [CH2:1]([O:19][CH2:20][CH2:21][N:22]([CH2:30][CH2:31][O:32][CH2:33][CH2:34][CH2:35][CH2:36][CH2:37][CH2:38][CH2:39][CH2:40]/[CH:41]=[CH:42]\[CH2:43][CH2:44][CH2:45][CH2:46][CH2:47][CH2:48][CH2:49][CH3:50])[CH2:23][CH2:24][C:25]([O:27]CC)=[O:26])[CH2:2][CH2:3][CH2:4][CH2:5][CH2:6][CH2:7][CH2:8]/[CH:9]=[CH:10]\[CH2:11][CH2:12][CH2:13][CH2:14][CH2:15][CH2:16][CH2:17][CH3:18].[OH-].[Na+].Cl, predict the reaction product. The product is: [CH2:1]([O:19][CH2:20][CH2:21][N:22]([CH2:30][CH2:31][O:32][CH2:33][CH2:34][CH2:35][CH2:36][CH2:37][CH2:38][CH2:39][CH2:40]/[CH:41]=[CH:42]\[CH2:43][CH2:44][CH2:45][CH2:46][CH2:47][CH2:48][CH2:49][CH3:50])[CH2:23][CH2:24][C:25]([OH:27])=[O:26])[CH2:2][CH2:3][CH2:4][CH2:5][CH2:6][CH2:7][CH2:8]/[CH:9]=[CH:10]\[CH2:11][CH2:12][CH2:13][CH2:14][CH2:15][CH2:16][CH2:17][CH3:18]. (10) Given the reactants FC1C=CC=CC=1C1CCCN(C(C2C=CN=C(N(C)C)C=2)=O)C1.[Cl:25][C:26]1[CH:31]=[CH:30][C:29]([CH:32]2[CH2:37][CH2:36][CH2:35][NH:34][CH2:33]2)=[CH:28][CH:27]=1.[CH2:38]([O:40][C:41]1[CH:42]=[C:43]([CH:47]=[CH:48][N:49]=1)[C:44](O)=[O:45])[CH3:39], predict the reaction product. The product is: [Cl:25][C:26]1[CH:27]=[CH:28][C:29]([CH:32]2[CH2:37][CH2:36][CH2:35][N:34]([C:44]([C:43]3[CH:47]=[CH:48][N:49]=[C:41]([O:40][CH2:38][CH3:39])[CH:42]=3)=[O:45])[CH2:33]2)=[CH:30][CH:31]=1.